This data is from Reaction yield outcomes from USPTO patents with 853,638 reactions. The task is: Predict the reaction yield, written as a fraction of the theoretical maximum amount of product (1.0 means a 100% yield; for example, 0.34 means a 34% yield). (1) The reactants are [S:1]1[C:5]2[CH:6]=[C:7]([C:9](OCC)=[O:10])[NH:8][C:4]=2[N:3]=[CH:2]1.[H-].[Al+3].[Li+].[H-].[H-].[H-]. The catalyst is O1CCCC1. The product is [S:1]1[C:5]2[CH:6]=[C:7]([CH2:9][OH:10])[NH:8][C:4]=2[N:3]=[CH:2]1. The yield is 0.890. (2) The reactants are [C:1](Cl)(=O)C.[Cl:5][C:6]1[CH:14]=[C:13]([CH3:15])[C:12]([N+:16]([O-:18])=[O:17])=[CH:11][C:7]=1[C:8]([OH:10])=[O:9]. The catalyst is CO. The product is [Cl:5][C:6]1[CH:14]=[C:13]([CH3:15])[C:12]([N+:16]([O-:18])=[O:17])=[CH:11][C:7]=1[C:8]([O:10][CH3:1])=[O:9]. The yield is 1.00. (3) The reactants are [C:1]([O:5][C:6](=[O:27])[N:7]([C:17]1[CH:22]=[C:21]([C:23]#[N:24])[CH:20]=[C:19](Br)[C:18]=1[Cl:26])[CH2:8][C:9]1[CH:14]=[CH:13][C:12]([O:15][CH3:16])=[CH:11][CH:10]=1)([CH3:4])([CH3:3])[CH3:2].[NH2:28][CH:29]1[CH2:34][CH2:33][N:32]([C:35]([O:37][C:38]([CH3:41])([CH3:40])[CH3:39])=[O:36])[CH2:31][CH2:30]1.C1(P(C2C=CC=CC=2)C2C3OC4C(=CC=CC=4P(C4C=CC=CC=4)C4C=CC=CC=4)C(C)(C)C=3C=CC=2)C=CC=CC=1.C([O-])([O-])=O.[Cs+].[Cs+]. The catalyst is C1C=CC(/C=C/C(/C=C/C2C=CC=CC=2)=O)=CC=1.C1C=CC(/C=C/C(/C=C/C2C=CC=CC=2)=O)=CC=1.C1C=CC(/C=C/C(/C=C/C2C=CC=CC=2)=O)=CC=1.[Pd].[Pd]. The product is [C:1]([O:5][C:6]([N:7]([CH2:8][C:9]1[CH:14]=[CH:13][C:12]([O:15][CH3:16])=[CH:11][CH:10]=1)[C:17]1[C:18]([Cl:26])=[C:19]([NH:28][CH:29]2[CH2:30][CH2:31][N:32]([C:35]([O:37][C:38]([CH3:41])([CH3:40])[CH3:39])=[O:36])[CH2:33][CH2:34]2)[CH:20]=[C:21]([C:23]#[N:24])[CH:22]=1)=[O:27])([CH3:4])([CH3:3])[CH3:2]. The yield is 0.560. (4) The reactants are [CH3:1][C:2]1(C)[C:6](C)(C)OB(C(C)=C)O1.C(=O)([O-])[O-].[Na+].[Na+].Br[C:20]1[C:21]([N:42]2[CH2:47][CH2:46][CH2:45][C@@H:44]([NH:48][C:49]([O:51][C:52]([CH3:55])([CH3:54])[CH3:53])=[O:50])[CH2:43]2)=[C:22]2[C:28]([NH:29][C:30](=[O:34])[CH:31]([CH3:33])[CH3:32])=[CH:27][N:26]([C:35]([O:37][C:38]([CH3:41])([CH3:40])[CH3:39])=[O:36])[C:23]2=[N:24][CH:25]=1.CC#N.O. The catalyst is O1CCOCC1.C1C=CC([P]([Pd]([P](C2C=CC=CC=2)(C2C=CC=CC=2)C2C=CC=CC=2)([P](C2C=CC=CC=2)(C2C=CC=CC=2)C2C=CC=CC=2)[P](C2C=CC=CC=2)(C2C=CC=CC=2)C2C=CC=CC=2)(C2C=CC=CC=2)C2C=CC=CC=2)=CC=1. The product is [C:52]([O:51][C:49]([NH:48][C@@H:44]1[CH2:45][CH2:46][CH2:47][N:42]([C:21]2[C:20]([C:2]([CH3:6])=[CH2:1])=[CH:25][N:24]=[C:23]3[N:26]([C:35]([O:37][C:38]([CH3:41])([CH3:40])[CH3:39])=[O:36])[CH:27]=[C:28]([NH:29][C:30](=[O:34])[CH:31]([CH3:33])[CH3:32])[C:22]=23)[CH2:43]1)=[O:50])([CH3:54])([CH3:53])[CH3:55]. The yield is 0.500.